Task: Predict the product of the given reaction.. Dataset: Forward reaction prediction with 1.9M reactions from USPTO patents (1976-2016) (1) Given the reactants [Br:1][C:2]1[N:6]([C@@H:7]2[O:24][CH2:23][C@@H:18]([O:19]C(=O)C)[C@@H:13]([O:14]C(=O)C)[C@H:8]2[O:9]C(=O)C)[C:5]2[CH:25]=[C:26]([S:30][CH3:31])[C:27]([Cl:29])=[CH:28][C:4]=2[N:3]=1.C(=O)([O-])[O-].[Na+].[Na+], predict the reaction product. The product is: [Br:1][C:2]1[N:6]([C@@H:7]2[O:24][CH2:23][C@@H:18]([OH:19])[C@@H:13]([OH:14])[C@H:8]2[OH:9])[C:5]2[CH:25]=[C:26]([S:30][CH3:31])[C:27]([Cl:29])=[CH:28][C:4]=2[N:3]=1. (2) Given the reactants [CH2:1]([O:17][C:18]([CH:20]1[CH2:25][CH2:24][CH2:23][CH2:22][CH:21]1[C:26]([OH:28])=[O:27])=[O:19])[CH2:2][CH2:3][CH2:4][CH2:5][CH2:6][CH2:7][CH2:8][CH2:9][CH2:10][CH2:11][CH2:12][CH2:13][CH2:14][CH2:15][CH3:16].O1CC[CH2:31][CH2:30]1, predict the reaction product. The product is: [CH2:1]([O:17][C:18]([CH:20]1[CH2:25][CH2:24][CH2:23][CH2:22][CH:21]1[C:26]([O:28][CH2:30][CH3:31])=[O:27])=[O:19])[CH2:2][CH2:3][CH2:4][CH2:5][CH2:6][CH2:7][CH2:8][CH2:9][CH2:10][CH2:11][CH2:12][CH2:13][CH2:14][CH2:15][CH3:16].